This data is from Full USPTO retrosynthesis dataset with 1.9M reactions from patents (1976-2016). The task is: Predict the reactants needed to synthesize the given product. (1) Given the product [Br:2][CH:11]([C:5]1[CH:10]=[CH:9][CH:8]=[CH:7][CH:6]=1)[CH2:12][CH2:13][CH2:14][CH2:15][OH:16], predict the reactants needed to synthesize it. The reactants are: B(Br)(Br)[Br:2].[C:5]1([CH:11](O)[CH2:12][CH2:13][CH2:14][CH2:15][OH:16])[CH:10]=[CH:9][CH:8]=[CH:7][CH:6]=1. (2) Given the product [CH3:1][C:2]1[CH:9]=[CH:8][C:7]([CH3:10])=[CH:6][C:3]=1[CH2:4][N:18]1[C:26]2[C:21](=[CH:22][CH:23]=[C:24]([CH2:27][C:28]([OH:30])=[O:29])[CH:25]=2)[CH:20]=[CH:19]1.[CH2:11]([N:18]1[C:26]2[C:21](=[CH:22][CH:23]=[C:24]([CH2:27][C:28]([OH:30])=[O:29])[CH:25]=2)[CH:20]=[CH:19]1)[C:12]1[CH:13]=[CH:14][CH:15]=[CH:16][CH:17]=1, predict the reactants needed to synthesize it. The reactants are: [CH3:1][C:2]1[CH:9]=[CH:8][C:7]([CH3:10])=[CH:6][C:3]=1[CH2:4]Cl.[CH2:11]([N:18]1[C:26]2[C:21](=[CH:22][CH:23]=[C:24]([CH2:27][C:28]([OH:30])=[O:29])[CH:25]=2)[CH:20]=[CH:19]1)[C:12]1[CH:17]=[CH:16][CH:15]=[CH:14][CH:13]=1. (3) The reactants are: [NH:1]1[C:5]([CH2:6][C:7]([NH:9][C@H:10]([B:21]2[O:29]C(C)(C)C(C)(C)[O:22]2)[CH2:11][C:12]2[C:16]3[CH:17]=[CH:18][CH:19]=[CH:20][C:15]=3[O:14][CH:13]=2)=[O:8])=[CH:4][N:3]=[CH:2]1.CC(C)CB(O)O.[ClH:37]. Given the product [ClH:37].[NH:1]1[C:5]([CH2:6][C:7]([NH:9][C@H:10]([B:21]([OH:29])[OH:22])[CH2:11][C:12]2[C:16]3[CH:17]=[CH:18][CH:19]=[CH:20][C:15]=3[O:14][CH:13]=2)=[O:8])=[CH:4][N:3]=[CH:2]1, predict the reactants needed to synthesize it. (4) Given the product [C:23]1([C:29]2[N:30]=[C:31]([N:34]3[CH2:39][CH2:38][N:37]([C:13]([NH:12][C:9]4[CH:8]=[CH:7][C:6]([NH:5][C:3](=[O:4])[C:2]([F:1])([F:21])[F:22])=[CH:11][CH:10]=4)=[O:20])[CH2:36][CH2:35]3)[S:32][CH:33]=2)[CH:24]=[CH:25][CH:26]=[CH:27][CH:28]=1, predict the reactants needed to synthesize it. The reactants are: [F:1][C:2]([F:22])([F:21])[C:3]([NH:5][C:6]1[CH:11]=[CH:10][C:9]([NH:12][C:13](=[O:20])OCC(Cl)(Cl)Cl)=[CH:8][CH:7]=1)=[O:4].[C:23]1([C:29]2[N:30]=[C:31]([N:34]3[CH2:39][CH2:38][NH:37][CH2:36][CH2:35]3)[S:32][CH:33]=2)[CH:28]=[CH:27][CH:26]=[CH:25][CH:24]=1.C(N(C(C)C)CC)(C)C.CS(C)=O. (5) Given the product [NH2:40][C:35]1[CH:36]=[N:37][CH:38]=[CH:39][C:34]=1[CH2:33][CH2:32][O:31][C:24]1[C:25]2[C:30](=[CH:29][CH:28]=[CH:27][CH:26]=2)[C:21]([NH:20][C:11]([NH:10][C:8]2[N:7]([C:13]3[CH:18]=[CH:17][C:16]([CH3:19])=[CH:15][CH:14]=3)[N:6]=[C:5]([C:1]([CH3:4])([CH3:3])[CH3:2])[CH:9]=2)=[O:12])=[CH:22][CH:23]=1, predict the reactants needed to synthesize it. The reactants are: [C:1]([C:5]1[CH:9]=[C:8]([N:10]=[C:11]=[O:12])[N:7]([C:13]2[CH:18]=[CH:17][C:16]([CH3:19])=[CH:15][CH:14]=2)[N:6]=1)([CH3:4])([CH3:3])[CH3:2].[NH2:20][C:21]1[C:30]2[C:25](=[CH:26][CH:27]=[CH:28][CH:29]=2)[C:24]([O:31][CH2:32][CH2:33][C:34]2[CH:39]=[CH:38][N:37]=[CH:36][C:35]=2[NH2:40])=[CH:23][CH:22]=1.CCN(C(C)C)C(C)C. (6) Given the product [CH3:1][O:2][C:3]1[CH:9]=[CH:8][C:7]([CH3:10])=[C:6]2[C:4]=1[N:5]=[CH:21][CH:20]=[CH:18]2, predict the reactants needed to synthesize it. The reactants are: [CH3:1][O:2][C:3]1[CH:9]=[CH:8][C:7]([CH3:10])=[CH:6][C:4]=1[NH2:5].[I-].[Na+].S(=O)(=O)(O)O.[CH:18]([CH:20]=[CH2:21])=O. (7) Given the product [OH:2][C:3]1[CH:12]=[C:11]2[C:6]([C:7](=[O:25])[C:8]([C:15]3[CH:24]=[CH:23][C:18]([C:19]([OH:21])=[O:20])=[CH:17][CH:16]=3)=[C:9]([S:13][CH3:14])[O:10]2)=[CH:5][CH:4]=1, predict the reactants needed to synthesize it. The reactants are: C[O:2][C:3]1[CH:12]=[C:11]2[C:6]([C:7](=[O:25])[C:8]([C:15]3[CH:24]=[CH:23][C:18]([C:19]([O:21]C)=[O:20])=[CH:17][CH:16]=3)=[C:9]([S:13][CH3:14])[O:10]2)=[CH:5][CH:4]=1.C(=S)=S.[H-].[Na+].